Dataset: TCR-epitope binding with 47,182 pairs between 192 epitopes and 23,139 TCRs. Task: Binary Classification. Given a T-cell receptor sequence (or CDR3 region) and an epitope sequence, predict whether binding occurs between them. (1) The epitope is KLGGALQAK. The TCR CDR3 sequence is CASNPTTRSGELFF. Result: 0 (the TCR does not bind to the epitope). (2) The epitope is TFYLTNDVSFL. The TCR CDR3 sequence is CASSPSGGLENTGELFF. Result: 0 (the TCR does not bind to the epitope). (3) The epitope is KMQRMLLEK. The TCR CDR3 sequence is CASSLTNYEQYF. Result: 1 (the TCR binds to the epitope). (4) The epitope is FLPRVFSAV. The TCR CDR3 sequence is CASSLVGAADTIYF. Result: 1 (the TCR binds to the epitope).